This data is from Forward reaction prediction with 1.9M reactions from USPTO patents (1976-2016). The task is: Predict the product of the given reaction. (1) Given the reactants [Br:1][C:2]1[C:7]([F:8])=[CH:6][CH:5]=[C:4]([N+:9]([O-])=O)[C:3]=1[NH:12][C:13]1[CH:18]=[CH:17][CH:16]=[CH:15][CH:14]=1.[NH4+].[Cl-], predict the reaction product. The product is: [Br:1][C:2]1[C:7]([F:8])=[CH:6][CH:5]=[C:4]([NH2:9])[C:3]=1[NH:12][C:13]1[CH:18]=[CH:17][CH:16]=[CH:15][CH:14]=1. (2) Given the reactants Br[C:2]1[C:7]([CH3:8])=[CH:6][C:5]([F:9])=[CH:4][N:3]=1.[C:10](=[N:23][NH2:24])([C:17]1[CH:22]=[CH:21][CH:20]=[CH:19][CH:18]=1)[C:11]1[CH:16]=[CH:15][CH:14]=[CH:13][CH:12]=1.CC(C)([O-])C.[K+], predict the reaction product. The product is: [C:10](=[N:23][NH:24][C:2]1[C:7]([CH3:8])=[CH:6][C:5]([F:9])=[CH:4][N:3]=1)([C:17]1[CH:18]=[CH:19][CH:20]=[CH:21][CH:22]=1)[C:11]1[CH:16]=[CH:15][CH:14]=[CH:13][CH:12]=1. (3) Given the reactants Br[C:2]1[CH:7]=[CH:6][C:5]([S:8]([N:11]2[CH2:25][CH2:24][C:14]3([O:19][CH2:18][C:17](=[O:20])[N:16]([CH:21]4[CH2:23][CH2:22]4)[CH2:15]3)[CH2:13][CH2:12]2)(=[O:10])=[O:9])=[CH:4][CH:3]=1.CC1(C)C(C)(C)OB([C:34]2[CH:35]=[C:36]3[C:40](=[CH:41][CH:42]=2)[NH:39][CH:38]=[CH:37]3)O1.C([O-])([O-])=O.[K+].[K+], predict the reaction product. The product is: [CH:21]1([N:16]2[CH2:15][C:14]3([CH2:24][CH2:25][N:11]([S:8]([C:5]4[CH:6]=[CH:7][C:2]([C:34]5[CH:35]=[C:36]6[C:40](=[CH:41][CH:42]=5)[NH:39][CH:38]=[CH:37]6)=[CH:3][CH:4]=4)(=[O:10])=[O:9])[CH2:12][CH2:13]3)[O:19][CH2:18][C:17]2=[O:20])[CH2:23][CH2:22]1. (4) Given the reactants [C:1]([OH:10])(=O)[C:2]1[C:3](=[CH:5][CH:6]=[CH:7][CH:8]=1)[NH2:4].[CH3:11][NH2:12].[OH:13][C:14]1[CH:21]=[CH:20][C:17]([CH:18]=O)=[C:16]([O:22][CH3:23])[CH:15]=1.Cl[CH2:25][CH2:26][CH2:27]Br.[CH3:29][C@H:30]1[CH2:35][CH2:34][CH2:33][NH:32][CH2:31]1.C([O-])(=O)[C@@H](C1C=CC=CC=1)O, predict the reaction product. The product is: [CH3:23][O:22][C:16]1[CH:15]=[C:14]([O:13][CH2:25][CH2:26][CH2:27][N:32]2[CH2:33][CH2:34][CH2:35][C@H:30]([CH3:29])[CH2:31]2)[CH:21]=[CH:20][C:17]=1[C:18]1[N:12]([CH3:11])[C:1](=[O:10])[C:2]2[C:3](=[CH:5][CH:6]=[CH:7][CH:8]=2)[N:4]=1. (5) Given the reactants [CH2:1]([N:8]1[CH2:12][CH:11]2[CH2:13][N:14]([C:16]3[C:17]([CH3:34])=[C:18]([CH3:33])[C:19]4[N:20]([C:22](I)=[C:23]([C:25]5[CH:30]=[CH:29][C:28]([F:31])=[CH:27][CH:26]=5)[N:24]=4)[N:21]=3)[CH2:15][CH:10]2[CH2:9]1)[C:2]1[CH:7]=[CH:6][CH:5]=[CH:4][CH:3]=1.O1CCCC1.C(=O)([O-])[O-].[Cs+].[Cs+].[C:46]([O:50][C:51](=[O:68])[NH:52][C:53]1[CH:58]=[C:57](B2OC(C)(C)C(C)(C)O2)[CH:56]=[CH:55][N:54]=1)([CH3:49])([CH3:48])[CH3:47], predict the reaction product. The product is: [CH2:1]([N:8]1[CH2:12][CH:11]2[CH2:13][N:14]([C:16]3[C:17]([CH3:34])=[C:18]([CH3:33])[C:19]4[N:20]([C:22]([C:57]5[CH:56]=[CH:55][N:54]=[C:53]([NH:52][C:51](=[O:68])[O:50][C:46]([CH3:48])([CH3:47])[CH3:49])[CH:58]=5)=[C:23]([C:25]5[CH:30]=[CH:29][C:28]([F:31])=[CH:27][CH:26]=5)[N:24]=4)[N:21]=3)[CH2:15][CH:10]2[CH2:9]1)[C:2]1[CH:7]=[CH:6][CH:5]=[CH:4][CH:3]=1. (6) Given the reactants C(=O)([O-])[O-].[Cs+].[Cs+].Br[C:8]1[CH:16]=[C:15]2[C:11]([CH2:12][CH2:13][C:14]2=[O:17])=[CH:10][CH:9]=1.[F:18][C:19]1[CH:20]=[C:21](B(O)O)[CH:22]=[CH:23][CH:24]=1.C1(C)C=CC=CC=1, predict the reaction product. The product is: [F:18][C:19]1[CH:24]=[C:23]([C:8]2[CH:16]=[C:15]3[C:11]([CH2:12][CH2:13][C:14]3=[O:17])=[CH:10][CH:9]=2)[CH:22]=[CH:21][CH:20]=1.